From a dataset of Forward reaction prediction with 1.9M reactions from USPTO patents (1976-2016). Predict the product of the given reaction. (1) Given the reactants [Br:1][C:2]1[CH:3]=[CH:4][CH:5]=[C:6]2[C:11]=1[N:10]=[C:9]([CH3:12])[CH:8]=[CH:7]2.C1C(=O)N([Br:20])C(=O)C1.CC(N=NC(C#N)(C)C)(C#N)C, predict the reaction product. The product is: [Br:1][C:2]1[CH:3]=[CH:4][CH:5]=[C:6]2[C:11]=1[N:10]=[C:9]([CH2:12][Br:20])[CH:8]=[CH:7]2. (2) Given the reactants C(OC(=O)[N:7]([C:15]1[S:16][C:17]([CH2:21][C:22]2[C:30]3[C:25](=[N:26][CH:27]=[CH:28][CH:29]=3)[NH:24][CH:23]=2)=[C:18]([Cl:20])[N:19]=1)[CH2:8][C:9]1[CH:14]=[CH:13][N:12]=[CH:11][CH:10]=1)(C)(C)C.Cl.C(=O)(O)[O-].[Na+], predict the reaction product. The product is: [Cl:20][C:18]1[N:19]=[C:15]([NH:7][CH2:8][C:9]2[CH:14]=[CH:13][N:12]=[CH:11][CH:10]=2)[S:16][C:17]=1[CH2:21][C:22]1[C:30]2[C:25](=[N:26][CH:27]=[CH:28][CH:29]=2)[NH:24][CH:23]=1. (3) Given the reactants [NH2:1][C:2]1[CH:10]=[C:9]2[C:5]([C:6](=CC3NC4CCN(CCN(CC)CC)C(=O)C=4C=3C)[C:7](=[O:11])[NH:8]2)=[CH:4][C:3]=1[F:31].[C:32](Cl)(=[O:34])[CH3:33], predict the reaction product. The product is: [F:31][C:3]1[CH:4]=[C:5]2[C:9](=[CH:10][C:2]=1[NH:1][C:32](=[O:34])[CH3:33])[NH:8][C:7](=[O:11])[CH2:6]2.